The task is: Predict the product of the given reaction.. This data is from Forward reaction prediction with 1.9M reactions from USPTO patents (1976-2016). (1) Given the reactants [CH2:1]([O:3][C:4](=[O:24])[C:5]1[CH:10]=[CH:9][CH:8]=[C:7]([N:11]2[C:15]([CH3:16])=[CH:14][CH:13]=[C:12]2[C:17]2[CH:22]=[CH:21][CH:20]=[CH:19][C:18]=2[OH:23])[CH:6]=1)[CH3:2].C([O-])([O-])=O.[K+].[K+].[Cl:31][C:32]1[CH:33]=[C:34]([CH:37]=[CH:38][C:39]=1[Cl:40])[CH2:35]Br, predict the reaction product. The product is: [CH2:1]([O:3][C:4](=[O:24])[C:5]1[CH:10]=[CH:9][CH:8]=[C:7]([N:11]2[C:15]([CH3:16])=[CH:14][CH:13]=[C:12]2[C:17]2[CH:22]=[CH:21][CH:20]=[CH:19][C:18]=2[O:23][CH2:35][C:34]2[CH:37]=[CH:38][C:39]([Cl:40])=[C:32]([Cl:31])[CH:33]=2)[CH:6]=1)[CH3:2]. (2) Given the reactants [CH:1]([C@@H:4]1[NH:9][CH2:8][CH2:7][N:6](C2C3C(C)=CNC=3N=CN=2)[CH2:5]1)([CH3:3])[CH3:2].C([C@@H]1NC(=O)CNC1=O)(C)C.[H-].[Al+3].[Li+].[H-].[H-].[H-], predict the reaction product. The product is: [CH:1]([C@H:4]1[CH2:5][NH:6][CH2:7][CH2:8][NH:9]1)([CH3:3])[CH3:2]. (3) Given the reactants Br.Br[CH2:3][C:4]([C:6]1[CH:11]=[CH:10][CH:9]=[CH:8][N:7]=1)=O.[OH:12][C:13]1[CH:18]=[CH:17][C:16]([NH:19][C:20]([NH2:22])=[S:21])=[CH:15][CH:14]=1.N, predict the reaction product. The product is: [N:7]1[CH:8]=[CH:9][CH:10]=[CH:11][C:6]=1[C:4]1[N:22]=[C:20]([NH:19][C:16]2[CH:17]=[CH:18][C:13]([OH:12])=[CH:14][CH:15]=2)[S:21][CH:3]=1. (4) Given the reactants [O:1]1[C:5]2[CH:6]=[CH:7][CH:8]=[N:9][C:4]=2[CH:3]=[CH:2]1.C([Li])CCC.[C:15](=[O:17])=[O:16], predict the reaction product. The product is: [O:1]1[C:5]2[CH:6]=[CH:7][CH:2]=[CH:3][C:4]=2[N:9]=[C:8]1[C:15]([OH:17])=[O:16]. (5) The product is: [NH2:24][C:19]1[CH:20]=[N:21][CH:22]=[CH:23][C:18]=1[N:14]1[CH2:15][C@H:16]([CH3:17])[C@H:11]([N:8]=[N+:9]=[N-:10])[C@H:12]([NH:39][C:40](=[O:41])[O:42][C:43]([CH3:46])([CH3:45])[CH3:44])[CH2:13]1. Given the reactants Cl.O1CCOCC1.[N:8]([C@H:11]1[C@@H:16]([CH3:17])[CH2:15][N:14]([C:18]2[CH:23]=[CH:22][N:21]=[CH:20][C:19]=2[N:24](C(OC(C)(C)C)=O)C(=O)OC(C)(C)C)[CH2:13][C@H:12]1[NH:39][C:40]([O:42][C:43]([CH3:46])([CH3:45])[CH3:44])=[O:41])=[N+:9]=[N-:10].CC(OC(OC(OC(C)(C)C)=O)=O)(C)C, predict the reaction product. (6) Given the reactants Br[C:2]1[C:10]2[N:9]3[CH2:11][CH2:12][NH:13][C:14](=[O:15])[C:8]3=[C:7]([CH3:16])[C:6]=2[CH:5]=[C:4]([F:17])[CH:3]=1.[F:18][C:19]1[CH:20]=[C:21](B(O)O)[CH:22]=[CH:23][C:24]=1[CH3:25], predict the reaction product. The product is: [F:17][C:4]1[CH:3]=[C:2]([C:21]2[CH:22]=[CH:23][C:24]([CH3:25])=[C:19]([F:18])[CH:20]=2)[C:10]2[N:9]3[CH2:11][CH2:12][NH:13][C:14](=[O:15])[C:8]3=[C:7]([CH3:16])[C:6]=2[CH:5]=1.